From a dataset of Peptide-MHC class I binding affinity with 185,985 pairs from IEDB/IMGT. Regression. Given a peptide amino acid sequence and an MHC pseudo amino acid sequence, predict their binding affinity value. This is MHC class I binding data. (1) The peptide sequence is LPAALAFHL. The MHC is HLA-B51:01 with pseudo-sequence HLA-B51:01. The binding affinity (normalized) is 0.379. (2) The peptide sequence is KYAEAFQMV. The MHC is HLA-B57:01 with pseudo-sequence HLA-B57:01. The binding affinity (normalized) is 0.0847. (3) The peptide sequence is ISKIPGGAMY. The MHC is HLA-B15:01 with pseudo-sequence HLA-B15:01. The binding affinity (normalized) is 0.545.